This data is from Reaction yield outcomes from USPTO patents with 853,638 reactions. The task is: Predict the reaction yield, written as a fraction of the theoretical maximum amount of product (1.0 means a 100% yield; for example, 0.34 means a 34% yield). (1) The reactants are [SH:1][CH2:2][CH2:3][C:4]([OH:6])=[O:5].[F:7][C:8]([F:12])([F:11])[CH:9]=[CH2:10]. The catalyst is C1(C)C=CC=CC=1. The product is [F:7][C:8]([F:12])([F:11])[CH2:9][CH2:10][S:1][CH2:2][CH2:3][C:4]([OH:6])=[O:5]. The yield is 0.760. (2) The reactants are CC1(C)C(C)(C)OB([C:9]2[CH:10]=[C:11]3[C:16](=[CH:17][CH:18]=2)[O:15][CH2:14][CH2:13][C@@H:12]3[NH:19][C:20](=[O:26])[O:21][C:22]([CH3:25])([CH3:24])[CH3:23])O1.[OH-:28].[Na+].OO. The catalyst is O1CCCC1. The product is [OH:28][C:9]1[CH:10]=[C:11]2[C:16](=[CH:17][CH:18]=1)[O:15][CH2:14][CH2:13][C@@H:12]2[NH:19][C:20](=[O:26])[O:21][C:22]([CH3:25])([CH3:24])[CH3:23]. The yield is 0.850. (3) The reactants are [CH:1]1([NH2:4])[CH2:3][CH2:2]1.C(O)(=O)C.[Cl:9][C:10]1[CH:11]=[CH:12][CH:13]=[C:14]2[C:18]=1[C:17](=O)[CH2:16][CH2:15]2.C([BH3-])#N.[Na+]. The catalyst is CO. The product is [Cl:9][C:10]1[CH:11]=[CH:12][CH:13]=[C:14]2[C:18]=1[CH:17]([NH:4][CH:1]1[CH2:3][CH2:2]1)[CH2:16][CH2:15]2. The yield is 0.800. (4) The reactants are [Cl:1][C:2]1[CH:7]=[CH:6][C:5]([NH:8][C:9](=[O:23])[NH:10][C:11]2[S:19][C:14]3[CH2:15][NH:16][CH2:17][CH2:18][C:13]=3[C:12]=2[C:20]([NH2:22])=[O:21])=[CH:4][CH:3]=1.[CH:24]1[CH:25]=[CH:26][C:27]2[N:32](O)[N:31]=[N:30][C:28]=2[CH:29]=1.CCN=C=NCCCN(C)C.CN([CH:48]=[O:49])C. No catalyst specified. The product is [NH:30]1[C:28]2[CH:29]=[CH:24][C:25]([C:48]([N:16]3[CH2:17][CH2:18][C:13]4[C:12]([C:20]([NH2:22])=[O:21])=[C:11]([NH:10][C:9]([NH:8][C:5]5[CH:4]=[CH:3][C:2]([Cl:1])=[CH:7][CH:6]=5)=[O:23])[S:19][C:14]=4[CH2:15]3)=[O:49])=[CH:26][C:27]=2[N:32]=[N:31]1. The yield is 0.280. (5) The reactants are [CH3:1][CH:2]([NH2:6])[CH:3]([NH2:5])[CH3:4].CC1C(Br)=C(O)C(Br)=CC=1C1(C2C=C(Br)C(O)=C(Br)C=2C)OS(=O)(=O)C2C=CC=CC1=2.CS(O)(=O)=O.[CH:43]1[CH:48]=[CH:47][C:46]([CH2:49][O:50][C:51](Cl)=[O:52])=[CH:45][CH:44]=1. The catalyst is O.C(O)C.COCCOC.C(O[K])(C)=O. The product is [NH2:5][CH:3]([CH3:4])[CH:2]([NH:6][C:51](=[O:52])[O:50][CH2:49][C:46]1[CH:47]=[CH:48][CH:43]=[CH:44][CH:45]=1)[CH3:1]. The yield is 0.350.